From a dataset of Forward reaction prediction with 1.9M reactions from USPTO patents (1976-2016). Predict the product of the given reaction. Given the reactants [NH2:1][C:2]1[CH:31]=[CH:30][C:5]([CH2:6][C:7]2[NH:15][C:14]3[C:13](=[O:16])[N:12]([CH2:17][C:18]4[CH:23]=[CH:22][CH:21]=[CH:20][C:19]=4[F:24])[C:11](=[O:25])[N:10]([CH2:26][CH2:27][CH2:28][CH3:29])[C:9]=3[N:8]=2)=[CH:4][CH:3]=1.[CH3:32][O:33][C:34]1[CH:39]=[C:38]([CH3:40])[C:37]([S:41](Cl)(=[O:43])=[O:42])=[C:36]([CH3:45])[C:35]=1[CH3:46], predict the reaction product. The product is: [CH2:26]([N:10]1[C:9]2[N:8]=[C:7]([CH2:6][C:5]3[CH:4]=[CH:3][C:2]([NH:1][S:41]([C:37]4[C:38]([CH3:40])=[CH:39][C:34]([O:33][CH3:32])=[C:35]([CH3:46])[C:36]=4[CH3:45])(=[O:43])=[O:42])=[CH:31][CH:30]=3)[NH:15][C:14]=2[C:13](=[O:16])[N:12]([CH2:17][C:18]2[CH:23]=[CH:22][CH:21]=[CH:20][C:19]=2[F:24])[C:11]1=[O:25])[CH2:27][CH2:28][CH3:29].